Dataset: Catalyst prediction with 721,799 reactions and 888 catalyst types from USPTO. Task: Predict which catalyst facilitates the given reaction. (1) Reactant: [CH:1]1([CH2:4][N:5]([CH2:15][CH2:16][CH3:17])[C:6]2[N:11]=[CH:10][N:9]=[C:8]([C:12]([OH:14])=O)[CH:7]=2)[CH2:3][CH2:2]1.C(N(C(C)C)CC)(C)C.ClC(OC)=O.[N:32]1([CH2:37][C:38]2[CH:39]=[C:40]([CH:42]=[CH:43][CH:44]=2)[NH2:41])[CH:36]=[CH:35][N:34]=[CH:33]1. Product: [CH:1]1([CH2:4][N:5]([CH2:15][CH2:16][CH3:17])[C:6]2[N:11]=[CH:10][N:9]=[C:8]([C:12]([NH:41][C:40]3[CH:42]=[CH:43][CH:44]=[C:38]([CH2:37][N:32]4[CH:36]=[CH:35][N:34]=[CH:33]4)[CH:39]=3)=[O:14])[CH:7]=2)[CH2:2][CH2:3]1. The catalyst class is: 2. (2) Reactant: [N+:1]([C:4]1[CH:9]=[CH:8][C:7]([N:10]2[CH2:15][CH2:14][CH2:13][CH2:12][CH2:11]2)=[CH:6][C:5]=1[C:16]1[CH:17]=[C:18]([CH:23]=[CH:24][N:25]=1)[C:19]([O:21][CH3:22])=[O:20])([O-])=O.[NH4+].[Cl-]. Product: [NH2:1][C:4]1[CH:9]=[CH:8][C:7]([N:10]2[CH2:15][CH2:14][CH2:13][CH2:12][CH2:11]2)=[CH:6][C:5]=1[C:16]1[CH:17]=[C:18]([CH:23]=[CH:24][N:25]=1)[C:19]([O:21][CH3:22])=[O:20]. The catalyst class is: 406. (3) Reactant: [Cl:1][C:2]1[CH:7]=[CH:6][C:5]([C:8]2([C:12]3[C:21]4[C:16](=[CH:17][CH:18]=[C:19]([O:22][CH2:23][CH2:24][NH2:25])[CH:20]=4)[C:15]([CH3:27])([CH3:26])[CH2:14][N:13]=3)[CH2:11][CH2:10][CH2:9]2)=[CH:4][CH:3]=1.C(N(CC)CC)C.[CH2:35]([N:37]([CH2:42][CH3:43])[S:38](Cl)(=[O:40])=[O:39])[CH3:36]. Product: [Cl:1][C:2]1[CH:7]=[CH:6][C:5]([C:8]2([C:12]3[C:21]4[C:16](=[CH:17][CH:18]=[C:19]([O:22][CH2:23][CH2:24][NH:25][S:38](=[O:40])(=[O:39])[N:37]([CH2:42][CH3:43])[CH2:35][CH3:36])[CH:20]=4)[C:15]([CH3:27])([CH3:26])[CH2:14][N:13]=3)[CH2:11][CH2:10][CH2:9]2)=[CH:4][CH:3]=1. The catalyst class is: 4. (4) Reactant: [CH3:1][C@@H:2]1[CH2:7][NH:6][CH2:5][CH2:4][NH:3]1.C(=O)([O-])[O-].[K+].[K+].Cl[C:15]1[N:20]=[C:19]([CH3:21])[C:18]([N+:22]([O-:24])=[O:23])=[CH:17][CH:16]=1. Product: [CH3:1][C@@H:2]1[CH2:7][N:6]([C:15]2[CH:16]=[CH:17][C:18]([N+:22]([O-:24])=[O:23])=[C:19]([CH3:21])[N:20]=2)[CH2:5][CH2:4][NH:3]1. The catalyst class is: 9. (5) Reactant: [F:1][C:2]1[CH:22]=[CH:21][C:20]([C:23]([NH:25][C:26]2[CH:31]=[C:30]([CH3:32])[CH:29]=[CH:28][C:27]=2[F:33])=[O:24])=[CH:19][C:3]=1[O:4][C:5]1[CH:10]=[CH:9][N:8]=[C:7]([C:11]2[NH:15][CH:14]=[C:13]([C:16](O)=[O:17])[CH:12]=2)[CH:6]=1.CN(C(ON1N=NC2C=CC=NC1=2)=[N+](C)C)C.F[P-](F)(F)(F)(F)F.C(N(CC)C(C)C)(C)C.[NH2:67][CH2:68][CH2:69][CH:70]([O:74][CH2:75][CH3:76])[O:71][CH2:72][CH3:73]. Product: [CH2:72]([O:71][CH:70]([O:74][CH2:75][CH3:76])[CH2:69][CH2:68][NH:67][C:16]([C:13]1[CH:12]=[C:11]([C:7]2[CH:6]=[C:5]([O:4][C:3]3[CH:19]=[C:20]([C:23]([NH:25][C:26]4[CH:31]=[C:30]([CH3:32])[CH:29]=[CH:28][C:27]=4[F:33])=[O:24])[CH:21]=[CH:22][C:2]=3[F:1])[CH:10]=[CH:9][N:8]=2)[NH:15][CH:14]=1)=[O:17])[CH3:73]. The catalyst class is: 18. (6) The catalyst class is: 17. Product: [F:27][C:13]([F:12])([F:26])[C:14]1[CH:19]=[CH:18][N:17]=[C:16]([C:20]2[N:24]([C:31]([N:30]([O:29][CH3:28])[CH3:34])=[O:32])[C:23](=[O:25])[O:22][N:21]=2)[CH:15]=1. Reactant: N12CCCN=C1CCCCC2.[F:12][C:13]([F:27])([F:26])[C:14]1[CH:19]=[CH:18][N:17]=[C:16]([C:20]2[NH:21][O:22][C:23](=[O:25])[N:24]=2)[CH:15]=1.[CH3:28][O:29][N:30]([CH3:34])[C:31](Cl)=[O:32]. (7) Reactant: [N:1]([C@@H:4]1[CH2:8][N:7]([CH2:9][C:10]2[CH:15]=[CH:14][CH:13]=[CH:12][CH:11]=2)[CH2:6][C@H:5]1[OH:16])=[N+]=[N-].[H][H].[C:19](OC(=O)C)(=[O:21])[CH3:20]. Product: [CH2:9]([N:7]1[CH2:6][C@@H:5]([OH:16])[C@H:4]([NH:1][C:19](=[O:21])[CH3:20])[CH2:8]1)[C:10]1[CH:15]=[CH:14][CH:13]=[CH:12][CH:11]=1. The catalyst class is: 94.